Dataset: Reaction yield outcomes from USPTO patents with 853,638 reactions. Task: Predict the reaction yield, written as a fraction of the theoretical maximum amount of product (1.0 means a 100% yield; for example, 0.34 means a 34% yield). (1) The reactants are [OH:1]/[N:2]=[C:3](/[C:5]1[CH:10]=[CH:9][C:8]([NH:11][C@H:12]2[CH2:16][CH2:15][C@@H:14]([C:17]([O:19][CH2:20][CH3:21])=[O:18])[CH2:13]2)=[CH:7][CH:6]=1)\[NH2:4].C(Cl)CCl.CCN(C(C)C)C(C)C.C1C=CC2N(O)N=NC=2C=1.[Cl:45][C:46]1[C:47]([O:55][CH:56]([CH3:58])[CH3:57])=[N:48][CH:49]=[C:50]([CH:54]=1)[C:51](O)=O. The catalyst is CN(C=O)C. The product is [Cl:45][C:46]1[CH:54]=[C:50]([C:51]2[O:1][N:2]=[C:3]([C:5]3[CH:6]=[CH:7][C:8]([NH:11][C@H:12]4[CH2:16][CH2:15][C@@H:14]([C:17]([O:19][CH2:20][CH3:21])=[O:18])[CH2:13]4)=[CH:9][CH:10]=3)[N:4]=2)[CH:49]=[N:48][C:47]=1[O:55][CH:56]([CH3:57])[CH3:58]. The yield is 0.208. (2) The reactants are [Br:1][C:2]1[CH:3]=[CH:4][C:5]([O:9][CH3:10])=[C:6]([OH:8])[CH:7]=1.[O:11]1[CH2:15][CH2:14][C@H:13](O)[CH2:12]1.C1C=CC(P(C2C=CC=CC=2)C2C=CC=CC=2)=CC=1.CCOC(/N=N/C(OCC)=O)=O. The catalyst is C1COCC1. The product is [Br:1][C:2]1[CH:3]=[CH:4][C:5]([O:9][CH3:10])=[C:6]([CH:7]=1)[O:8][C@@H:13]1[CH2:14][CH2:15][O:11][CH2:12]1. The yield is 0.780. (3) The reactants are [NH2:1][C:2]1[CH:7]=[CH:6][C:5]([CH2:8][C:9]([N:21]([CH3:23])[CH3:22])([CH2:19][CH3:20])[C:10]([C:12]2[CH:17]=[CH:16][C:15](F)=[CH:14][CH:13]=2)=[O:11])=[CH:4][CH:3]=1.[CH2:24]([CH2:26][NH2:27])[OH:25]. No catalyst specified. The product is [NH2:1][C:2]1[CH:7]=[CH:6][C:5]([CH2:8][C:9]([N:21]([CH3:23])[CH3:22])([CH2:19][CH3:20])[C:10]([C:12]2[CH:17]=[CH:16][C:15]([NH:27][CH2:26][CH2:24][OH:25])=[CH:14][CH:13]=2)=[O:11])=[CH:4][CH:3]=1. The yield is 0.370. (4) The yield is 0.320. The reactants are O[C:2]1[C:11]2[C:6](=[N:7][CH:8]=[CH:9][CH:10]=2)[N:5]([C:12]2[CH:17]=[CH:16][CH:15]=[C:14]([O:18][C:19]([F:22])([F:21])[F:20])[CH:13]=2)[C:4](=[O:23])[C:3]=1[C:24](=O)[CH2:25][C:26]1[CH:31]=[CH:30][C:29]([C:32]([F:35])([F:34])[F:33])=[CH:28][CH:27]=1.O.[NH2:38][NH2:39].C(=O)([O-])O.[Na+]. The catalyst is CN(C=O)C. The product is [F:21][C:19]([F:20])([F:22])[O:18][C:14]1[CH:13]=[C:12]([N:5]2[C:6]3[N:7]=[CH:8][CH:9]=[CH:10][C:11]=3[C:2]3[NH:38][N:39]=[C:24]([CH2:25][C:26]4[CH:31]=[CH:30][C:29]([C:32]([F:33])([F:34])[F:35])=[CH:28][CH:27]=4)[C:3]=3[C:4]2=[O:23])[CH:17]=[CH:16][CH:15]=1. (5) The reactants are Cl[C:2](Cl)=[CH:3][C:4]([C:6]1[C:7]([Cl:14])=[N:8][C:9]([Cl:13])=[C:10]([F:12])[CH:11]=1)=[O:5].[NH2:16][C:17]1[CH:22]=[CH:21][CH:20]=[CH:19][CH:18]=1. The catalyst is O1CCOCC1. The product is [NH:16]([C:2]([NH:16][C:17]1[CH:22]=[CH:21][CH:20]=[CH:19][CH:18]=1)=[CH:3][C:4]([C:6]1[C:7]([Cl:14])=[N:8][C:9]([Cl:13])=[C:10]([F:12])[CH:11]=1)=[O:5])[C:17]1[CH:22]=[CH:21][CH:20]=[CH:19][CH:18]=1. The yield is 0.490. (6) The reactants are C1(C2C(O)=[N:6][CH:7]=[N:8][C:9]=2O)CC1.O=P(Cl)(Cl)[Cl:14].CCN([CH:23]([CH3:25])[CH3:24])C(C)C.Cl[CH2:27][CH2:28][Cl:29]. No catalyst specified. The product is [Cl:29][C:28]1[C:27]([CH:23]2[CH2:25][CH2:24]2)=[C:9]([Cl:14])[N:8]=[CH:7][N:6]=1. The yield is 0.780. (7) The product is [F:1][C:2]1[CH:3]=[C:4]([CH:7]=[CH:8][C:9]=1[O:10][C:11]1[CH:16]=[CH:15][C:14]2[CH2:22][O:23][B:19]([OH:20])[C:13]=2[CH:12]=1)[C:5]#[N:6]. The yield is 0.750. The catalyst is CO. The reactants are [F:1][C:2]1[CH:3]=[C:4]([CH:7]=[CH:8][C:9]=1[O:10][C:11]1[CH:16]=[CH:15][C:14](C=O)=[C:13]([B:19]2[O:23][C:22](C)(C)C(C)(C)[O:20]2)[CH:12]=1)[C:5]#[N:6].[BH4-].[Na+].Cl. (8) The reactants are [CH2:1]([O:3][C:4]([C:6]1[O:7][C:8]2[C:13]([C:14](=[O:16])[CH:15]=1)=[CH:12][C:11]([O:17][CH3:18])=[CH:10][C:9]=2Br)=[O:5])[CH3:2].[CH:20]([N:23]1[CH2:28][CH2:27][NH:26][CH2:25][CH2:24]1)([CH3:22])[CH3:21]. No catalyst specified. The product is [CH2:1]([O:3][C:4]([C:6]1[O:7][C:8]2[C:13]([C:14](=[O:16])[CH:15]=1)=[CH:12][C:11]([O:17][CH3:18])=[CH:10][C:9]=2[N:26]1[CH2:27][CH2:28][N:23]([CH:20]([CH3:22])[CH3:21])[CH2:24][CH2:25]1)=[O:5])[CH3:2]. The yield is 0.480.